This data is from Full USPTO retrosynthesis dataset with 1.9M reactions from patents (1976-2016). The task is: Predict the reactants needed to synthesize the given product. Given the product [Br:1][C:2]1[CH:3]=[CH:4][C:5]([C:8]2[CH:9]([C:10]3[CH:15]=[CH:14][C:13]([S:16][CH3:17])=[C:12]([F:18])[CH:11]=3)[C:41]([CH3:42])([OH:43])[O:20][N:19]=2)=[CH:6][CH:7]=1, predict the reactants needed to synthesize it. The reactants are: [Br:1][C:2]1[CH:7]=[CH:6][C:5]([C:8](=[N:19][OH:20])[CH2:9][C:10]2[CH:15]=[CH:14][C:13]([S:16][CH3:17])=[C:12]([F:18])[CH:11]=2)=[CH:4][CH:3]=1.C([N-]C(C)C)(C)C.[Li+].C(NC(C)C)(C)C.C([Li])CCC.[C:41](N1C=CN=C1)(=[O:43])[CH3:42].Cl.